Dataset: Full USPTO retrosynthesis dataset with 1.9M reactions from patents (1976-2016). Task: Predict the reactants needed to synthesize the given product. (1) Given the product [CH2:1]([O:3][C:4]1[C:13]([O:14][CH3:15])=[CH:12][C:11]2[C:10]([C:16]3[CH:17]=[CH:18][C:19]([C:20]([N:56]4[CH2:57][CH2:58][CH:53]([N:39]5[C:40](=[O:52])[C:41]6[S:45][C:44]([C:46]7[CH:47]=[CH:48][CH:49]=[CH:50][CH:51]=7)=[CH:43][C:42]=6[N:37]([CH2:36][C:34]6[N:35]=[C:31]([CH3:30])[S:32][CH:33]=6)[C:38]5=[O:59])[CH2:54][CH2:55]4)=[O:21])=[CH:23][CH:24]=3)=[N:9][C@@H:8]3[CH2:25][CH2:26][S:27][CH2:28][C@@H:7]3[C:6]=2[CH:5]=1)[CH3:2], predict the reactants needed to synthesize it. The reactants are: [CH2:1]([O:3][C:4]1[C:13]([O:14][CH3:15])=[CH:12][C:11]2[C:10]([C:16]3[CH:24]=[CH:23][C:19]([C:20](O)=[O:21])=[CH:18][CH:17]=3)=[N:9][C@@H:8]3[CH2:25][CH2:26][S:27][CH2:28][C@@H:7]3[C:6]=2[CH:5]=1)[CH3:2].Cl.[CH3:30][C:31]1[S:32][CH:33]=[C:34]([CH2:36][N:37]2[C:42]3[CH:43]=[C:44]([C:46]4[CH:51]=[CH:50][CH:49]=[CH:48][CH:47]=4)[S:45][C:41]=3[C:40](=[O:52])[N:39]([CH:53]3[CH2:58][CH2:57][NH:56][CH2:55][CH2:54]3)[C:38]2=[O:59])[N:35]=1.CN(C(ON1N=NC2C=CC=CC1=2)=[N+](C)C)C.F[P-](F)(F)(F)(F)F.CCN(C(C)C)C(C)C. (2) The reactants are: [CH2:1]([O:3][C:4](=[O:20])[CH:5]([O:17][CH2:18][CH3:19])[CH2:6][C:7]1[CH:12]=[CH:11][C:10]([OH:13])=[CH:9][C:8]=1[O:14][CH2:15][CH3:16])[CH3:2].[C:21]([C:25]1[CH:30]=[CH:29][C:28]([C:31]2[O:32][C:33]([CH3:38])=[C:34]([CH2:36]Cl)[N:35]=2)=[CH:27][CH:26]=1)([CH3:24])([CH3:23])[CH3:22].C(C1C=CC(C=O)=CC=1)(C)(C)C.O=P(Cl)(Cl)Cl.C(=O)([O-])[O-].[K+].[K+]. Given the product [CH2:1]([O:3][C:4](=[O:20])[CH:5]([O:17][CH2:18][CH3:19])[CH2:6][C:7]1[CH:12]=[CH:11][C:10]([O:13][CH2:36][C:34]2[N:35]=[C:31]([C:28]3[CH:27]=[CH:26][C:25]([C:21]([CH3:24])([CH3:23])[CH3:22])=[CH:30][CH:29]=3)[O:32][C:33]=2[CH3:38])=[CH:9][C:8]=1[O:14][CH2:15][CH3:16])[CH3:2], predict the reactants needed to synthesize it. (3) Given the product [Cl:1][C:2]1[CH:10]=[C:9]([C:11]([NH:24][CH2:23][CH2:22][N:21]([CH3:25])[CH3:20])=[O:13])[C:8]([CH3:14])=[C:7]2[C:3]=1[C:4]1[CH:18]=[C:17]([CH3:19])[CH:16]=[N:15][C:5]=1[NH:6]2, predict the reactants needed to synthesize it. The reactants are: [Cl:1][C:2]1[CH:10]=[C:9]([C:11]([OH:13])=O)[C:8]([CH3:14])=[C:7]2[C:3]=1[C:4]1[CH:18]=[C:17]([CH3:19])[CH:16]=[N:15][C:5]=1[NH:6]2.[CH3:20][N:21]([CH3:25])[CH2:22][CH2:23][NH2:24]. (4) Given the product [C:1]([O:5][C:6](=[O:33])[CH2:7][N:8]([C:26]([O:28][C:29]([CH3:32])([CH3:30])[CH3:31])=[O:27])[C:9]1[CH:14]=[CH:13][CH:12]=[C:11]([CH2:15][OH:46])[N:10]=1)([CH3:4])([CH3:3])[CH3:2], predict the reactants needed to synthesize it. The reactants are: [C:1]([O:5][C:6](=[O:33])[CH2:7][N:8]([C:26]([O:28][C:29]([CH3:32])([CH3:31])[CH3:30])=[O:27])[C:9]1[CH:14]=[CH:13][CH:12]=[C:11]([CH2:15]NS(C2C=NC=CC=2)(=O)=O)[N:10]=1)([CH3:4])([CH3:3])[CH3:2].S1C=CN=C1C1C=CC(CNS(C2C=NC=CC=2)(=O)=[O:46])=CC=1.N1C=CC(C2C=CC(CO)=CC=2)=CN=1. (5) Given the product [S:9]([OH:13])([OH:12])(=[O:11])=[O:10].[NH2:1][C:2]1[CH:7]=[CH:6][CH:5]=[C:4]([NH2:8])[N:3]=1.[NH2:1][C:2]1[CH:7]=[CH:6][CH:5]=[C:4]([NH2:8])[N:3]=1, predict the reactants needed to synthesize it. The reactants are: [NH2:1][C:2]1[CH:7]=[CH:6][CH:5]=[C:4]([NH2:8])[N:3]=1.[S:9](=[O:13])(=[O:12])([OH:11])[OH:10]. (6) The reactants are: Cl.Cl.Cl.[CH3:4][C:5]1[C:6]2[O:28][CH2:27][CH2:26][C:7]=2[C:8]([N:11]2[CH2:16][CH2:15][N:14]([CH2:17][CH2:18][C@H:19]3[CH2:24][CH2:23][C@H:22]([NH2:25])[CH2:21][CH2:20]3)[CH2:13][CH2:12]2)=[N:9][CH:10]=1.[CH3:29][O:30][CH2:31][CH2:32][C:33](O)=[O:34]. Given the product [CH3:29][O:30][CH2:31][CH2:32][C:33]([NH:25][C@H:22]1[CH2:21][CH2:20][C@H:19]([CH2:18][CH2:17][N:14]2[CH2:13][CH2:12][N:11]([C:8]3[C:7]4[CH2:26][CH2:27][O:28][C:6]=4[C:5]([CH3:4])=[CH:10][N:9]=3)[CH2:16][CH2:15]2)[CH2:24][CH2:23]1)=[O:34], predict the reactants needed to synthesize it. (7) Given the product [Cl:12][C:6]1[CH:7]=[C:8]([Cl:11])[CH:9]=[CH:10][C:5]=1[C:4]1[N:13]=[C:21]([OH:25])[N:19]2[N:20]=[CH:27][N:2]=[C:1]2[CH:3]=1, predict the reactants needed to synthesize it. The reactants are: [C:1]([CH:3]=[C:4]([NH:13]C(=O)OCC)[C:5]1[CH:10]=[CH:9][C:8]([Cl:11])=[CH:7][C:6]=1[Cl:12])#[N:2].[NH:19]([C:21](=[O:25])C(O)=O)[NH2:20].O.[C:27](OCC)(=O)C. (8) Given the product [F:40][C:41]1[CH:46]=[C:45]([F:47])[CH:44]=[CH:43][C:42]=1[C@@H:48]1[C:55]2[C:54]([CH3:56])=[N:53][N:52]([CH2:57][CH3:58])[C:51]=2[C:50](=[O:59])[N:49]1[C:60]1[CH:61]=[C:62]([CH3:70])[C:63]2[N:64]([C:66]([CH3:69])=[N:67][N:68]=2)[CH:65]=1, predict the reactants needed to synthesize it. The reactants are: ClC1C=CC(C2C3C(C)=NN(C4CN(C(OC(C)(C)C)=O)C4)C=3C(=O)N2C2C=C(C)C3N(C(C)=NN=3)C=2)=CC=1.[F:40][C:41]1[CH:46]=[C:45]([F:47])[CH:44]=[CH:43][C:42]=1[CH:48]1[C:55]2[C:54]([CH3:56])=[N:53][N:52]([CH2:57][CH3:58])[C:51]=2[C:50](=[O:59])[N:49]1[C:60]1[CH:61]=[C:62]([CH3:70])[C:63]2[N:64]([C:66]([CH3:69])=[N:67][N:68]=2)[CH:65]=1.